Dataset: Full USPTO retrosynthesis dataset with 1.9M reactions from patents (1976-2016). Task: Predict the reactants needed to synthesize the given product. Given the product [CH:1]1([CH2:7][C:8]2([O:25][CH3:26])[CH2:13][CH2:12][N:11]([C:14]3[CH:24]=[CH:23][C:17]([C:18]([OH:20])=[O:19])=[CH:16][CH:15]=3)[CH2:10][CH2:9]2)[CH2:2][CH2:3][CH2:4][CH2:5][CH2:6]1, predict the reactants needed to synthesize it. The reactants are: [CH:1]1([CH2:7][C:8]2([O:25][CH3:26])[CH2:13][CH2:12][N:11]([C:14]3[CH:24]=[CH:23][C:17]([C:18]([O:20]CC)=[O:19])=[CH:16][CH:15]=3)[CH2:10][CH2:9]2)[CH2:6][CH2:5][CH2:4][CH2:3][CH2:2]1.[OH-].[Na+].Cl.